From a dataset of Reaction yield outcomes from USPTO patents with 853,638 reactions. Predict the reaction yield, written as a fraction of the theoretical maximum amount of product (1.0 means a 100% yield; for example, 0.34 means a 34% yield). (1) The reactants are [OH:1][C:2]1[CH:7]=[CH:6][C:5]([N:8]2[CH2:13][CH2:12][N:11]([C:14]([O:16][C:17]([CH3:20])([CH3:19])[CH3:18])=[O:15])[CH2:10][CH2:9]2)=[CH:4][CH:3]=1.[H-].[Na+].Cl[C:24]1[N:25]([CH2:32][C:33]2([CH3:36])[CH2:35][O:34]2)[CH:26]=[C:27]([N+:29]([O-:31])=[O:30])[N:28]=1. The catalyst is CN(C=O)C. The product is [CH3:35][C:33]1([CH2:36][O:1][C:2]2[CH:7]=[CH:6][C:5]([N:8]3[CH2:13][CH2:12][N:11]([C:14]([O:16][C:17]([CH3:20])([CH3:19])[CH3:18])=[O:15])[CH2:10][CH2:9]3)=[CH:4][CH:3]=2)[O:34][C:24]2=[N:28][C:27]([N+:29]([O-:31])=[O:30])=[CH:26][N:25]2[CH2:32]1. The yield is 0.450. (2) The reactants are [CH:1]([O:4][C:5]([N:7]1[CH2:12][CH2:11][CH:10]([O:13][C:14]2[N:19]=[CH:18][N:17]=[C:16]3[N:20]([C:23]4[CH:28]=[CH:27][C:26](I)=[CH:25][C:24]=4[CH3:30])[N:21]=[CH:22][C:15]=23)[CH2:9][CH2:8]1)=[O:6])([CH3:3])[CH3:2].[CH3:31][S:32]([CH2:35][CH2:36][N:37]1[CH2:42][CH2:41][NH:40][CH2:39][CH2:38]1)(=[O:34])=[O:33].N1CCC[C@H]1C(O)=O.C(=O)([O-])[O-].[K+].[K+]. The catalyst is CS(C)=O.[Cu]I. The product is [CH:1]([O:4][C:5]([N:7]1[CH2:12][CH2:11][CH:10]([O:13][C:14]2[N:19]=[CH:18][N:17]=[C:16]3[N:20]([C:23]4[CH:28]=[CH:27][C:26]([N:40]5[CH2:39][CH2:38][N:37]([CH2:36][CH2:35][S:32]([CH3:31])(=[O:33])=[O:34])[CH2:42][CH2:41]5)=[CH:25][C:24]=4[CH3:30])[N:21]=[CH:22][C:15]=23)[CH2:9][CH2:8]1)=[O:6])([CH3:3])[CH3:2]. The yield is 0.0600. (3) The reactants are [Cl:1][C:2]1[CH:3]=[C:4]([CH:8]([OH:25])[CH2:9][O:10][C:11]2[CH:24]=[CH:23][C:14]([CH:15]=[C:16]3[S:20][C:19](=[O:21])[NH:18][C:17]3=[O:22])=[CH:13][CH:12]=2)[CH:5]=[CH:6][CH:7]=1.N1C=CC=CC=1C1C=CC=CN=1.[BH4-].[Na+].[BH4-]. The catalyst is C1COCC1.[Co](Cl)Cl.CC(O)=O.O. The product is [Cl:1][C:2]1[CH:3]=[C:4]([CH:8]([OH:25])[CH2:9][O:10][C:11]2[CH:24]=[CH:23][C:14]([CH2:15][CH:16]3[S:20][C:19](=[O:21])[NH:18][C:17]3=[O:22])=[CH:13][CH:12]=2)[CH:5]=[CH:6][CH:7]=1. The yield is 0.590.